The task is: Predict which catalyst facilitates the given reaction.. This data is from Catalyst prediction with 721,799 reactions and 888 catalyst types from USPTO. (1) Reactant: [CH3:1][O:2][C:3](=[O:15])[C@:4]([CH3:14])([CH2:6][C:7]1[CH:12]=[CH:11][C:10]([OH:13])=[CH:9][CH:8]=1)[NH2:5].C(N(CC)CC)C.[C:23](O[C:23]([O:25][C:26]([CH3:29])([CH3:28])[CH3:27])=[O:24])([O:25][C:26]([CH3:29])([CH3:28])[CH3:27])=[O:24]. Product: [CH3:1][O:2][C:3](=[O:15])[C@:4]([CH3:14])([CH2:6][C:7]1[CH:8]=[CH:9][C:10]([OH:13])=[CH:11][CH:12]=1)[NH:5][C:23]([O:25][C:26]([CH3:29])([CH3:28])[CH3:27])=[O:24]. The catalyst class is: 9. (2) The catalyst class is: 2. Product: [F:21][C:20]([F:23])([F:22])[S:17]([O:1][C:2]1[CH:6]([CH3:7])[O:5][C:4](=[O:8])[CH:3]=1)(=[O:19])=[O:18]. Reactant: [OH:1][C:2]1[CH:6]([CH3:7])[O:5][C:4](=[O:8])[CH:3]=1.N1C(C)=CC=CC=1C.[S:17](O[S:17]([C:20]([F:23])([F:22])[F:21])(=[O:19])=[O:18])([C:20]([F:23])([F:22])[F:21])(=[O:19])=[O:18].